This data is from Experimentally validated miRNA-target interactions with 360,000+ pairs, plus equal number of negative samples. The task is: Binary Classification. Given a miRNA mature sequence and a target amino acid sequence, predict their likelihood of interaction. (1) The miRNA is mmu-miR-363-3p with sequence AAUUGCACGGUAUCCAUCUGUA. The protein sequence of the target gene is MEPQAEERTLGEPAPPPSGALASPTPDEEERTEGGAPPTATPAGASGDSTSADGLWGLPVEHAERRPECGRCSRPQKVCLCPYLPVRPLQISTHLYIIQHPAEESRVLRTVPLLAACLPPDRCTVKIGRRFSEERDVELATVCRDSGTLILYPGAEATNLEEFILDSPVYPSTIILIDGTWSQAKDIFYKNSLFRLPKQVQLKTSVCSQYVIRMQPTNRCLSTLECAAVALSILEKNNCIQETLLRPLQALCSFQLQHGAQIRLSKEYLLRNGLYPKPMPKNKRKLRKMELLMNSVKI. Result: 0 (no interaction). (2) The miRNA is mmu-miR-3067-5p with sequence AGUUCUCAGGCCCGCUGUGGUGU. The protein sequence of the target gene is MSGDYEDDLCRRALILVSDLCARVRDADTNDRCQEFNELRIRGYPRGPDADISVSLLSVIVTFCGIVLLGVSLFVSWKLCWVPWRDKGGSAVGGGPLRKDLAPGVGLAGLVGGGGHHLGASLGGHPLLGGPHHHGHTAHHPPFAELLEPGGLGGSEPPEPSYLDMDSYPEAAVASVVAAGVKPSQTSPELPSEGGTGSGLLLLPPSGGGLPSAQSHQQVTSLAPTTRYPALPRPLTQQTLTTQADPSTEERPPALPLPLPGGEEKAKLIGQIKPELYQGTGPGGRRGGGSGEAGAPCGRI.... Result: 0 (no interaction). (3) The miRNA is hsa-miR-124-3p with sequence UAAGGCACGCGGUGAAUGCCAA. The protein sequence of the target gene is MIVDKLLDDSRGGEGLRDAAGGCGLMTSPLNLSYFYGASPPAAAPGACDASCSVLGPSAPGSPGSDSSDFSSASSVSSCGAVESRSRGGARAERQPVEPHMGVGRQQRGPFQGVRVKNSVKELLLHIRSHKQKASGQAVDDFKTQGVNIEQFRELKNTVSYSGKRKGPDSLSDGPACKRPALLHSQFLTPPQTPTPGESMEDVHLNEPKQESSADLLQNIINIKNECSPVSLNTVQVSWLNPVVVPQSSPAEQCQDFHGGQVFSPPQKCQPFQVRGSQQMIDQASLYQYSPQNQHVEQQP.... Result: 1 (interaction). (4) The miRNA is rno-miR-451-5p with sequence AAACCGUUACCAUUACUGAGUU. The protein sequence of the target gene is MGKAKVPASKRAPSSPVAKPGPVKTLTRKKNKKKKRFWKSKAREVSKKPASGPGAVVRPPKAPEDFSQNWKALQEWLLKQKSQAPEKPLVISQMGSKKKPKIIQQNKKETSPQVKGEEMPAGKDQEASRGSVPSGSKMDRRAPVPRTKASGTEHNKKGTKERTNGDIVPERGDIEHKKRKAKEAAPAPPTEEDIWFDDVDPADIEAAIGPEAAKIARKQLGQSEGSVSLSLVKEQAFGGLTRALALDCEMVGVGPKGEESMAARVSIVNQYGKCVYDKYVKPTEPVTDYRTAVSGIRPEN.... Result: 0 (no interaction). (5) The protein sequence of the target gene is MNKLKSSQKDKVRQFMIFTQSSEKTAVSCLSQNDWKLDVATDNFFQNPELYIRESVKGSLDRKKLEQLYNRYKDPQDENKIGIDGIQQFCDDLALDPASISVLIIAWKFRAATQCEFSKQEFMDGMTELGCDSIEKLKAQIPKMEQELKEPGRFKDFYQFTFNFAKNPGQKGLDLEMAIAYWNLVLNGRFKFLDLWNKFLLEHHKRSIPKDTWNLLLDFSTMIADDMSNYDEEGAWPVLIDDFVEFARPQIAGTKSTTV. The miRNA is hsa-miR-1-3p with sequence UGGAAUGUAAAGAAGUAUGUAU. Result: 1 (interaction). (6) The miRNA is hsa-miR-671-5p with sequence AGGAAGCCCUGGAGGGGCUGGAG. The protein sequence of the target gene is MDRRSMGETESGDAFLDLKKPPASKCPHRYTKEELLDIKELPHSKQRPSCLSEKYDSDGVWDPEKWHASLYPASGRSSPVESLKKELDTDRPSLVRRIVDPRERVKEDDLDVVLSPQRRSFGGGCHVTAAVSSRRSGSPLEKDSDGLRLLGGRRIGSGRIISARTFEKDHRLSDKDLRDLRDRDRERDFKDKRFRREFGDSKRVFGERRRNDSYTEEEPEWFSAGPTSQSETIELTGFDDKILEEDHKGRKRTRRRTASVKEGIVECNGGVAEEDEVEVILAQEPAADQEVPRDAVLPEQ.... Result: 0 (no interaction). (7) Result: 1 (interaction). The protein sequence of the target gene is MAQVAVSTLPVEEESSSETRMVVTFLVSALESMCKELAKSKAEVACIAVYETDVFVVGTERGCAFVNARTDFQKDFAKYCVAEGLCEVKPPCPVNGMQVHSGETEILRKAVEDYFCFCYGKALGTTVMVPVPYEKMLRDQSAVVVQGLPEGVAFQHPENYDLATLKWILENKAGISFIINRPFLGPESQLGGPGMVTDAERSIVSPSESCGPINVKTEPMEDSGISLKAEAVSVKKESEDPNYYQYNMQGSHPSSTSNEVIEMELPMEDSTPLVPSEEPNEDPEAEVKIEGNTNSSSVTN.... The miRNA is hsa-miR-17-5p with sequence CAAAGUGCUUACAGUGCAGGUAG. (8) The miRNA is hsa-miR-3664-5p with sequence AACUCUGUCUUCACUCAUGAGU. The protein sequence of the target gene is MNLAEICDNAKKGREYALLGNYDSSMVYYQGVMQQIQRHCQSVRDPAIKGKWQQVRQELLEEYEQVKSIVSTLESFKIDKPPDFPVSCQDEPFRDPAVWPPPVPAEHRAPPQIRRPNREVRPLRKEMAGVGARGPVGRAHPISKSEKPSTSRDKDYRARGRDDKGRKNMQDGASDGEMPKFDGAGYDKDLVEALERDIVSRNPSIHWDDIADLEEAKKLLREAVVLPMWMPDFFKGIRRPWKGVLMVGPPGTGKTMLAKAVATECGTTFFNVSSSTLTSKYRGESEKLVRLLFEMARFYA.... Result: 1 (interaction).